Dataset: Forward reaction prediction with 1.9M reactions from USPTO patents (1976-2016). Task: Predict the product of the given reaction. Given the reactants [Br:1][C:2]1[CH:7]=[CH:6][C:5]([OH:8])=[CH:4][C:3]=1[F:9].O([CH2:18][C:19]([F:25])([F:24])[C:20]([F:23])([F:22])[F:21])S(C(F)(F)F)(=O)=O.C(=O)([O-])[O-].[K+].[K+], predict the reaction product. The product is: [Br:1][C:2]1[CH:7]=[CH:6][C:5]([O:8][CH2:18][C:19]([F:25])([F:24])[C:20]([F:23])([F:22])[F:21])=[CH:4][C:3]=1[F:9].